From a dataset of Peptide-MHC class I binding affinity with 185,985 pairs from IEDB/IMGT. Regression. Given a peptide amino acid sequence and an MHC pseudo amino acid sequence, predict their binding affinity value. This is MHC class I binding data. (1) The peptide sequence is SMYPSCCCT. The MHC is HLA-A03:01 with pseudo-sequence HLA-A03:01. The binding affinity (normalized) is 0. (2) The peptide sequence is LIFLLVLLDY. The MHC is HLA-A02:02 with pseudo-sequence HLA-A02:02. The binding affinity (normalized) is 0.464.